This data is from Catalyst prediction with 721,799 reactions and 888 catalyst types from USPTO. The task is: Predict which catalyst facilitates the given reaction. (1) Reactant: [OH-].[Na+:2].C[O:4][C:5](=[O:22])[CH2:6][C:7]1[N:12]=[C:11]([O:13][CH3:14])[C:10]([F:15])=[C:9]([N:16]2[CH2:21][CH2:20][O:19][CH2:18][CH2:17]2)[N:8]=1. Product: [F:15][C:10]1[C:11]([O:13][CH3:14])=[N:12][C:7]([CH2:6][C:5]([O-:22])=[O:4])=[N:8][C:9]=1[N:16]1[CH2:17][CH2:18][O:19][CH2:20][CH2:21]1.[Na+:2]. The catalyst class is: 1. (2) Reactant: [Cl:1][C:2]1[CH:3]=[C:4]2[C:8](=[CH:9][CH:10]=1)[NH:7][C:6]([CH3:11])=[C:5]2[CH2:12][C:13]([OH:15])=O.C1(=O)[O:21][C:19](=[O:20])[C:18]2=[CH:22][CH:23]=[CH:24][CH:25]=[C:17]12.C([O-])(=O)C.[Na+]. Product: [Cl:1][C:2]1[CH:3]=[C:4]2[C:8](=[CH:9][CH:10]=1)[NH:7][C:6]([CH3:11])=[C:5]2[CH2:12][C:13]([C:17]1[CH:25]=[CH:24][CH:23]=[CH:22][C:18]=1[C:19]([OH:21])=[O:20])=[O:15]. The catalyst class is: 11. (3) The catalyst class is: 201. Reactant: C[O:2][C:3]1[C:8]([Cl:9])=[CH:7][C:6]([N:10]2[CH2:15][CH2:14][N:13]([C:16]([C:18]3[CH:23]=[C:22]([S:24]([CH3:27])(=[O:26])=[O:25])[CH:21]=[CH:20][C:19]=3[C:28]3[CH:33]=[CH:32][CH:31]=[CH:30][CH:29]=3)=[O:17])[CH2:12][CH2:11]2)=[CH:5][C:4]=1[Cl:34]. Product: [Cl:9][C:8]1[CH:7]=[C:6]([N:10]2[CH2:11][CH2:12][N:13]([C:16]([C:18]3[CH:23]=[C:22]([S:24]([CH3:27])(=[O:26])=[O:25])[CH:21]=[CH:20][C:19]=3[C:28]3[CH:33]=[CH:32][CH:31]=[CH:30][CH:29]=3)=[O:17])[CH2:14][CH2:15]2)[CH:5]=[C:4]([Cl:34])[C:3]=1[OH:2].